Task: Predict the reaction yield, written as a fraction of the theoretical maximum amount of product (1.0 means a 100% yield; for example, 0.34 means a 34% yield).. Dataset: Reaction yield outcomes from USPTO patents with 853,638 reactions (1) The reactants are [OH-].[Na+].[CH3:3][C:4]([C:6]1[CH:11]=[CH:10][C:9]([C:12]([F:15])([F:14])[F:13])=[CH:8][CH:7]=1)=[O:5].[F:16][C:17]1[CH:24]=[CH:23][C:20]([CH:21]=O)=[CH:19][CH:18]=1. The catalyst is O.C(O)C. The product is [F:16][C:17]1[CH:24]=[CH:23][C:20]([CH:21]=[CH:3][C:4]([C:6]2[CH:11]=[CH:10][C:9]([C:12]([F:13])([F:14])[F:15])=[CH:8][CH:7]=2)=[O:5])=[CH:19][CH:18]=1. The yield is 0.550. (2) The reactants are [N:1]1([C:9](=[O:11])[CH3:10])[C:5]2[CH:6]=[CH:7][S:8][C:4]=2[CH:3]=[N:2]1.[Br:12]N1C(=O)CCC1=O. The catalyst is C(Cl)(Cl)Cl. The product is [Br:12][C:7]1[S:8][C:4]2[CH:3]=[N:2][N:1]([C:9](=[O:11])[CH3:10])[C:5]=2[CH:6]=1. The yield is 0.840. (3) The reactants are [Cl:1][C:2]1[CH:7]=[CH:6][C:5]([C:8]2[C:16]([C:17](=O)[CH:18]([CH3:20])[CH3:19])=[C:11]3[CH:12]=[CH:13][CH:14]=[CH:15][N:10]3[N:9]=2)=[CH:4][CH:3]=1.Cl.[NH2:23][OH:24].[OH-].[Na+]. The catalyst is CCO.O. The product is [Cl:1][C:2]1[CH:7]=[CH:6][C:5]([C:8]2[C:16]([C:17](=[N:23][OH:24])[CH:18]([CH3:20])[CH3:19])=[C:11]3[CH:12]=[CH:13][CH:14]=[CH:15][N:10]3[N:9]=2)=[CH:4][CH:3]=1. The yield is 0.507. (4) The reactants are [CH3:1][C:2]([CH3:4])=O.[NH2:5][CH2:6][C:7]1[CH:12]=[C:11]([O:13][C:14]2[CH:19]=[CH:18][C:17]([NH:20][C:21]3[CH:26]=[C:25]([C:27]4[CH:32]=[CH:31][CH:30]=[CH:29][CH:28]=4)[N:24]=[C:23]([NH2:33])[N:22]=3)=[CH:16][CH:15]=2)[CH:10]=[CH:9][N:8]=1.C(O[BH-](OC(=O)C)OC(=O)C)(=O)C.[Na+]. The catalyst is C(Cl)Cl.C[O-].[Ti+4].C[O-].C[O-].C[O-]. The product is [CH:2]([NH:5][CH2:6][C:7]1[CH:12]=[C:11]([O:13][C:14]2[CH:15]=[CH:16][C:17]([NH:20][C:21]3[CH:26]=[C:25]([C:27]4[CH:32]=[CH:31][CH:30]=[CH:29][CH:28]=4)[N:24]=[C:23]([NH2:33])[N:22]=3)=[CH:18][CH:19]=2)[CH:10]=[CH:9][N:8]=1)([CH3:4])[CH3:1]. The yield is 0.422.